Dataset: Full USPTO retrosynthesis dataset with 1.9M reactions from patents (1976-2016). Task: Predict the reactants needed to synthesize the given product. (1) Given the product [CH3:2][O:9][C:7](=[O:8])[CH2:6][C:4]([CH:13]1[CH2:14][CH2:15][CH2:16]1)=[O:5], predict the reactants needed to synthesize it. The reactants are: C[C:2]1(C)[O:9][C:7](=[O:8])[CH2:6][C:4](=[O:5])O1.N1[CH:16]=[CH:15][CH:14]=[CH:13]C=1.C1([ClH]C(Cl)=O)CCC1. (2) Given the product [Cl:1][C:2]1[CH:3]=[CH:4][C:5]([C:8]2[CH:9]=[C:10]([C:20]([NH:31][N:23]3[CH2:28][CH2:27][S:26](=[O:30])(=[O:29])[CH2:25][CH2:24]3)=[O:22])[CH:11]=[N:12][C:13]=2[O:14][CH2:15][C:16]([F:19])([F:18])[F:17])=[CH:6][CH:7]=1, predict the reactants needed to synthesize it. The reactants are: [Cl:1][C:2]1[CH:7]=[CH:6][C:5]([C:8]2[CH:9]=[C:10]([C:20]([OH:22])=O)[CH:11]=[N:12][C:13]=2[O:14][CH2:15][C:16]([F:19])([F:18])[F:17])=[CH:4][CH:3]=1.[N:23]1([NH2:31])[CH2:28][CH2:27][S:26](=[O:30])(=[O:29])[CH2:25][CH2:24]1. (3) Given the product [CH3:1][S:2]([C:5]1[CH:6]=[CH:7][C:8]([CH:11]2[CH2:13][CH:12]2[C:14]([OH:16])=[O:15])=[CH:9][CH:10]=1)(=[O:3])=[O:4], predict the reactants needed to synthesize it. The reactants are: [CH3:1][S:2]([C:5]1[CH:10]=[CH:9][C:8]([CH:11]2[CH2:13][CH:12]2[C:14]([O:16]CC)=[O:15])=[CH:7][CH:6]=1)(=[O:4])=[O:3].[OH-].[K+].Cl.